From a dataset of Forward reaction prediction with 1.9M reactions from USPTO patents (1976-2016). Predict the product of the given reaction. (1) Given the reactants CS(OS(C)(=O)=O)(=O)=O.[C:10]([C:14]1[CH:15]=[C:16]([NH:20][C:21]([NH:23][CH2:24][C:25]2[CH:30]=[CH:29][CH:28]=[CH:27][C:26]=2[NH:31][C:32]2[CH:33]=[C:34]3[C:38](=[CH:39][CH:40]=2)[N:37]([CH2:41][CH2:42][CH2:43]O)[N:36]=[CH:35]3)=O)[N:17]([CH3:19])[N:18]=1)([CH3:13])([CH3:12])[CH3:11].[CH:45]([N:48](C(C)C)CC)([CH3:47])[CH3:46].C(N)(C)C.CC#N.[OH2:61], predict the reaction product. The product is: [C:10]([C:14]1[CH:15]=[C:16]([NH:20][C:21]([NH:23][CH2:24][C:25]2[CH:30]=[CH:29][CH:28]=[CH:27][C:26]=2[NH:31][C:32]2[CH:33]=[C:34]3[C:38](=[CH:39][CH:40]=2)[N:37]([CH2:41][CH2:42][CH2:43][NH:48][CH:45]([CH3:47])[CH3:46])[N:36]=[CH:35]3)=[O:61])[N:17]([CH3:19])[N:18]=1)([CH3:13])([CH3:12])[CH3:11]. (2) The product is: [Cl:26][C:13]1[CH:12]=[C:11]([NH:10][C:9]2[C:4]3[CH:3]=[C:2]([C:30]#[C:29][CH2:28][N:31]4[CH2:32][CH2:33][S:34](=[O:38])(=[O:37])[CH2:35][CH2:36]4)[S:27][C:5]=3[N:6]=[CH:7][N:8]=2)[CH:16]=[CH:15][C:14]=1[O:17][CH2:18][C:19]1[CH:24]=[CH:23][CH:22]=[C:21]([F:25])[CH:20]=1. Given the reactants Br[C:2]1[S:27][C:5]2[N:6]=[CH:7][N:8]=[C:9]([NH:10][C:11]3[CH:16]=[CH:15][C:14]([O:17][CH2:18][C:19]4[CH:24]=[CH:23][CH:22]=[C:21]([F:25])[CH:20]=4)=[C:13]([Cl:26])[CH:12]=3)[C:4]=2[CH:3]=1.[CH2:28]([N:31]1[CH2:36][CH2:35][S:34](=[O:38])(=[O:37])[CH2:33][CH2:32]1)[C:29]#[CH:30].ClC1C=C(C=CC=1OCC1C=CC=C(F)C=1)N, predict the reaction product. (3) Given the reactants Br[C:2]1[CH:9]=[CH:8][CH:7]=[CH:6][C:3]=1[C:4]#[N:5].CCN(C(C)C)C(C)C.[C:19]([O:23][C:24]([N:26]1[CH2:30][CH2:29][CH:28]([C:31]2[CH:36]=[CH:35][C:34]([SH:37])=[CH:33][C:32]=2[O:38][CH3:39])[CH2:27]1)=[O:25])([CH3:22])([CH3:21])[CH3:20].OS([O-])(=O)=O.[K+].[O-]S([O-])(=O)=O.[Na+].[Na+], predict the reaction product. The product is: [C:19]([O:23][C:24]([N:26]1[CH2:30][CH2:29][CH:28]([C:31]2[CH:36]=[CH:35][C:34]([S:37][C:2]3[CH:9]=[CH:8][CH:7]=[CH:6][C:3]=3[C:4]#[N:5])=[CH:33][C:32]=2[O:38][CH3:39])[CH2:27]1)=[O:25])([CH3:22])([CH3:21])[CH3:20]. (4) Given the reactants Cl[C:2]1[C:11]([C@@H:12]([N:14]2[C:22](=[O:23])[C:21]3[C:16](=[CH:17][CH:18]=[CH:19][CH:20]=3)[C:15]2=[O:24])[CH3:13])=[CH:10][C:9]2[C:4](=[C:5]([Cl:25])[CH:6]=[CH:7][CH:8]=2)[N:3]=1.[F:26][C:27]1[C:32]([F:33])=[CH:31][CH:30]=[CH:29][C:28]=1B(O)O.C(O)(O)=[O:38].C(#N)C.O, predict the reaction product. The product is: [Cl:25][C:5]1[CH:6]=[CH:7][CH:8]=[C:9]2[C:4]=1[N:3]=[C:2]([C:31]1[CH:30]=[CH:29][CH:28]=[C:27]([F:26])[C:32]=1[F:33])[C:11]([C@@H:12]([NH:14][C:15]([C:16]1[CH:17]=[CH:18][CH:19]=[CH:20][C:21]=1[C:22]([OH:23])=[O:38])=[O:24])[CH3:13])=[CH:10]2. (5) Given the reactants Cl.[Cl:2][C:3]1[C:8]2[S:9][C:10]([C:12]([NH:14][C@@H:15]3[CH:20]4[CH2:21][CH2:22][N:17]([CH2:18][CH2:19]4)[CH2:16]3)=[O:13])=[CH:11][C:7]=2[CH:6]=[CH:5][CH:4]=1.O, predict the reaction product. The product is: [OH2:13].[ClH:2].[Cl:2][C:3]1[C:8]2[S:9][C:10]([C:12]([NH:14][C@@H:15]3[CH:20]4[CH2:21][CH2:22][N:17]([CH2:18][CH2:19]4)[CH2:16]3)=[O:13])=[CH:11][C:7]=2[CH:6]=[CH:5][CH:4]=1. (6) Given the reactants Br[CH2:2][C:3]1[CH:8]=[C:7]([F:9])[CH:6]=[C:5]([F:10])[CH:4]=1.C([O-])(=O)C.[Na+].[H][H], predict the reaction product. The product is: [F:9][C:7]1[CH:8]=[C:3]([CH3:2])[CH:4]=[C:5]([F:10])[CH:6]=1. (7) Given the reactants [CH:14]1[CH:19]=[CH:18][C:17](P([C:14]2[CH:19]=[CH:18][CH:17]=[CH:16][CH:15]=2)[C:14]2[CH:19]=[CH:18][CH:17]=[CH:16][CH:15]=2)=[CH:16][CH:15]=1.Br[C:21]1[CH:29]=[C:28]([C:30]([CH3:33])([CH3:32])[CH3:31])[CH:27]=[C:26]2[C:22]=1[CH2:23][CH:24]([CH3:35])[C:25]2=[O:34].[C:36](OB(C1C=CC=CC=1)O)([CH3:39])([CH3:38])[CH3:37].C([O-])([O-])=O.[Na+].[Na+], predict the reaction product. The product is: [C:30]([C:28]1[CH:27]=[C:26]2[C:22]([CH2:23][CH:24]([CH3:35])[C:25]2=[O:34])=[C:21]([C:14]2[CH:15]=[CH:16][C:17]([C:36]([CH3:39])([CH3:38])[CH3:37])=[CH:18][CH:19]=2)[CH:29]=1)([CH3:33])([CH3:32])[CH3:31].